Task: Predict which catalyst facilitates the given reaction.. Dataset: Catalyst prediction with 721,799 reactions and 888 catalyst types from USPTO (1) Reactant: C([N:4]1[C:12]2[C:7](=[CH:8][CH:9]=[C:10]([N:13]3[C:17](=[O:18])[C:16]([CH3:20])([CH3:19])[N:15]([CH2:21][C:22]4[CH:27]=[CH:26][N:25]=[CH:24][CH:23]=4)[C:14]3=[O:28])[CH:11]=2)[C:6]([CH3:30])([CH3:29])[CH2:5]1)(=O)C.C(=O)([O-])O.[Na+]. The catalyst class is: 393. Product: [CH3:29][C:6]1([CH3:30])[C:7]2[C:12](=[CH:11][C:10]([N:13]3[C:17](=[O:18])[C:16]([CH3:19])([CH3:20])[N:15]([CH2:21][C:22]4[CH:27]=[CH:26][N:25]=[CH:24][CH:23]=4)[C:14]3=[O:28])=[CH:9][CH:8]=2)[NH:4][CH2:5]1. (2) Reactant: [Cl:1][C:2]1[CH:9]=[C:8]([C:10]2[C:11]([CH3:28])=[N:12][N:13]([CH2:16][C:17]3[CH:27]=[CH:26][C:20]4[C:21](=[O:25])[O:22][C:23](=O)[C:19]=4[CH:18]=3)[C:14]=2[CH3:15])[CH:7]=[CH:6][C:3]=1[C:4]#[N:5].ClC1C=C(C2C(C)=[N:40][N:41](CC3C=C(C(O)=O)C(=CC=3)C(O)=O)C=2C)C=CC=1C#N.O.NN.C(O)(=O)C. Product: [Cl:1][C:2]1[CH:9]=[C:8]([C:10]2[C:11]([CH3:28])=[N:12][N:13]([CH2:16][C:17]3[CH:18]=[C:19]4[C:20](=[CH:26][CH:27]=3)[C:21](=[O:25])[NH:41][NH:40][C:23]4=[O:22])[C:14]=2[CH3:15])[CH:7]=[CH:6][C:3]=1[C:4]#[N:5]. The catalyst class is: 20. (3) Reactant: [CH2:1]([O:8][C:9]1[C:14]([CH2:15][NH:16][CH2:17][CH2:18][O:19][C:20]2[C:30]([Br:31])=[CH:29][C:28]([O:32]S(C)(=O)=O)=[C:27]([CH3:37])[C:21]=2[C:22]([O:24]CC)=O)=[C:13]([CH3:38])[CH:12]=[C:11]([CH3:39])[N:10]=1)[C:2]1[CH:7]=[CH:6][CH:5]=[CH:4][CH:3]=1.[OH-].[Na+].Cl.[CH:43](N(CC)C(C)C)([CH3:45])[CH3:44].F[P-](F)(F)(F)(F)F.N1(OC(N(C)C)=[N+](C)C)C2N=CC=CC=2N=N1.C(=O)([O-])[O-].[Cs+].[Cs+].IC(C)C. Product: [CH2:1]([O:8][C:9]1[C:14]([CH2:15][N:16]2[C:22](=[O:24])[C:21]3[C:27]([CH3:37])=[C:28]([O:32][CH:43]([CH3:45])[CH3:44])[CH:29]=[C:30]([Br:31])[C:20]=3[O:19][CH2:18][CH2:17]2)=[C:13]([CH3:38])[CH:12]=[C:11]([CH3:39])[N:10]=1)[C:2]1[CH:3]=[CH:4][CH:5]=[CH:6][CH:7]=1. The catalyst class is: 24. (4) Reactant: [CH3:1][O:2][C:3](=[O:27])[C:4]1[CH:9]=[C:8]([O:10][CH3:11])[CH:7]=[CH:6][C:5]=1[NH:12][C:13]1[N:17]([C:18]2[CH:23]=[CH:22][CH:21]=[CH:20][C:19]=2[CH3:24])[N:16]=[C:15]([CH3:25])[C:14]=1Br.C(=O)([O-])[O-].[Na+].[Na+].O.C[N:36]([CH3:39])[CH:37]=O. Product: [CH3:1][O:2][C:3](=[O:27])[C:4]1[CH:9]=[C:8]([O:10][CH3:11])[CH:7]=[CH:6][C:5]=1[NH:12][C:13]1[N:17]([C:18]2[CH:23]=[CH:22][CH:21]=[CH:20][C:19]=2[CH3:24])[N:16]=[C:15]([CH3:25])[C:14]=1[C:4]1[CH:5]=[N:12][C:13]2=[N:17][CH:18]=[CH:37][N:36]=[C:39]2[CH:3]=1. The catalyst class is: 73.